Dataset: Catalyst prediction with 721,799 reactions and 888 catalyst types from USPTO. Task: Predict which catalyst facilitates the given reaction. (1) Reactant: [CH2:1]([N:8]1[CH2:13][CH2:12][CH2:11][CH:10]([C:14]([OH:16])=O)[CH2:9]1)[C:2]1[CH:7]=[CH:6][CH:5]=[CH:4][CH:3]=1.Cl.[CH3:18][NH:19][O:20][CH3:21].C(N(CC)CC)C.ON1C2C=CC=CC=2N=N1.Cl.CN(C)CCCN=C=NCC. Product: [CH2:1]([N:8]1[CH2:13][CH2:12][CH2:11][CH:10]([C:14]([N:19]([O:20][CH3:21])[CH3:18])=[O:16])[CH2:9]1)[C:2]1[CH:7]=[CH:6][CH:5]=[CH:4][CH:3]=1. The catalyst class is: 30. (2) Reactant: [F:1][C:2]1[CH:10]=[CH:9][C:5]([C:6](Cl)=[O:7])=[CH:4][CH:3]=1.[F:11][C:12]1[CH:26]=[CH:25][C:24]([C:27]2[CH:28]=[C:29]3[C:33](=[CH:34][CH:35]=2)[NH:32][CH:31]=[CH:30]3)=[CH:23][C:13]=1[CH2:14][NH:15][CH2:16][CH2:17][N:18]1[CH2:22][CH2:21][CH2:20][CH2:19]1.C(N(CC)CC)C. Product: [F:1][C:2]1[CH:10]=[CH:9][C:5]([C:6]([N:15]([CH2:14][C:13]2[CH:23]=[C:24]([C:27]3[CH:28]=[C:29]4[C:33](=[CH:34][CH:35]=3)[NH:32][CH:31]=[CH:30]4)[CH:25]=[CH:26][C:12]=2[F:11])[CH2:16][CH2:17][N:18]2[CH2:22][CH2:21][CH2:20][CH2:19]2)=[O:7])=[CH:4][CH:3]=1. The catalyst class is: 4.